From a dataset of Full USPTO retrosynthesis dataset with 1.9M reactions from patents (1976-2016). Predict the reactants needed to synthesize the given product. (1) The reactants are: [C:1]1([C:7]2[N:8]=[C:9]3[N:13]([C:14]=2[CH:15]=O)[CH:12]=[CH:11][S:10]3)[CH:6]=[CH:5][CH:4]=[CH:3][CH:2]=1.[NH2:17][C:18]1[N:23]=[C:22]([CH2:24][C:25]([O:27][CH3:28])=[O:26])[CH:21]=[CH:20][N:19]=1. Given the product [NH2:17][C:18]1[N:23]=[C:22](/[C:24](=[CH:15]/[C:14]2[N:13]3[C:9]([S:10][CH:11]=[CH:12]3)=[N:8][C:7]=2[C:1]2[CH:2]=[CH:3][CH:4]=[CH:5][CH:6]=2)/[C:25]([O:27][CH3:28])=[O:26])[CH:21]=[CH:20][N:19]=1, predict the reactants needed to synthesize it. (2) The reactants are: Br[C:2]1[CH:3]=[C:4]([CH2:15][OH:16])[CH:5]=[C:6]([CH2:8][C:9]2[CH:14]=[CH:13][CH:12]=[CH:11][N:10]=2)[CH:7]=1.[C:17]([O-:20])(=O)[CH3:18].[Tl+].C1(P(C2C=CC=CC=2)CCCP(C2C=CC=CC=2)C2C=CC=CC=2)C=CC=CC=1.C(N(CC)CC)C.C(OCCCC)=C. Given the product [OH:16][CH2:15][C:4]1[CH:3]=[C:2]([C:17](=[O:20])[CH3:18])[CH:7]=[C:6]([CH2:8][C:9]2[CH:14]=[CH:13][CH:12]=[CH:11][N:10]=2)[CH:5]=1, predict the reactants needed to synthesize it. (3) Given the product [Cl:12][C:13]1[CH:14]=[C:15]([C:20]([OH:25])([C:21]([F:22])([F:23])[F:24])[CH2:10][C:9]([C:6]2[CH:7]=[CH:8][C:3]([S:2][CH3:1])=[CH:4][CH:5]=2)=[O:11])[CH:16]=[C:17]([Cl:19])[CH:18]=1, predict the reactants needed to synthesize it. The reactants are: [CH3:1][S:2][C:3]1[CH:8]=[CH:7][C:6]([C:9](=[O:11])[CH3:10])=[CH:5][CH:4]=1.[Cl:12][C:13]1[CH:14]=[C:15]([C:20](=[O:25])[C:21]([F:24])([F:23])[F:22])[CH:16]=[C:17]([Cl:19])[CH:18]=1.C(N(CCCC)CCCC)CCC. (4) Given the product [Cl:5][C:6]1[CH:12]=[CH:11][C:9]([NH:10][C:34]([NH:33][C:27]2[CH:28]=[CH:29][CH:30]=[C:31]([Cl:32])[C:26]=2[Cl:25])=[O:35])=[C:8]([OH:13])[C:7]=1[S:14]([N:17]1[CH2:22][CH2:21][S:20](=[O:24])(=[O:23])[CH2:19][CH2:18]1)(=[O:16])=[O:15], predict the reactants needed to synthesize it. The reactants are: NC(N)=O.[Cl:5][C:6]1[CH:12]=[CH:11][C:9]([NH2:10])=[C:8]([OH:13])[C:7]=1[S:14]([N:17]1[CH2:22][CH2:21][S:20](=[O:24])(=[O:23])[CH2:19][CH2:18]1)(=[O:16])=[O:15].[Cl:25][C:26]1[C:31]([Cl:32])=[CH:30][CH:29]=[CH:28][C:27]=1[N:33]=[C:34]=[O:35]. (5) The reactants are: [Cl:1][C:2]1[CH:3]=[CH:4][N:5]2[C:10]=1[CH:9]=[N:8][C:7]([S:11][CH3:12])=[N:6]2.[I:13]N1C(=O)CCC1=O. Given the product [Cl:1][C:2]1[CH:3]=[C:4]([I:13])[N:5]2[C:10]=1[CH:9]=[N:8][C:7]([S:11][CH3:12])=[N:6]2, predict the reactants needed to synthesize it. (6) Given the product [ClH:48].[ClH:48].[ClH:48].[CH3:1][C:2]1[CH:11]=[CH:10][C:9]2[C:4](=[CH:5][CH:6]=[CH:7][C:8]=2[N:12]2[CH2:13][CH2:14][N:15]([CH2:18][CH2:19][C:20]3[CH:29]=[CH:28][CH:27]=[C:26]4[C:21]=3[CH2:22][CH2:23][C:24]3[N:25]4[CH:30]=[N:31][C:32]=3[C:33]([NH2:38])=[O:34])[CH2:16][CH2:17]2)[N:3]=1, predict the reactants needed to synthesize it. The reactants are: [CH3:1][C:2]1[CH:11]=[CH:10][C:9]2[C:4](=[CH:5][CH:6]=[CH:7][C:8]=2[N:12]2[CH2:17][CH2:16][N:15]([CH2:18][CH2:19][C:20]3[CH:29]=[CH:28][CH:27]=[C:26]4[C:21]=3[CH2:22][CH2:23][C:24]3[N:25]4[CH:30]=[N:31][C:32]=3[C:33]([O-])=[O:34])[CH2:14][CH2:13]2)[N:3]=1.C[Si](C)(C)[NH:38][Si](C)(C)C.CO.C(Cl)[Cl:48].